From a dataset of Reaction yield outcomes from USPTO patents with 853,638 reactions. Predict the reaction yield, written as a fraction of the theoretical maximum amount of product (1.0 means a 100% yield; for example, 0.34 means a 34% yield). The reactants are Br[C:2]1[S:3][CH:4]=[CH:5][C:6]=1[C:7]([O:9]C)=O.Cl.N[C:13]1[C:18]([C:19]#[N:20])=[CH:17][CH:16]=[CH:15][C:14]=1B(O)O.C([O-])(=O)C.[Na+].O.C[N:31](C=O)C. The catalyst is C1C=CC(P(C2C=CC=CC=2)[C-]2C=CC=C2)=CC=1.C1C=CC(P(C2C=CC=CC=2)[C-]2C=CC=C2)=CC=1.Cl[Pd]Cl.[Fe+2]. The product is [O:9]=[C:7]1[C:6]2[CH:5]=[CH:4][S:3][C:2]=2[C:15]2[CH:16]=[CH:17][C:18]([C:19]#[N:20])=[CH:13][C:14]=2[NH:31]1. The yield is 0.480.